Dataset: Full USPTO retrosynthesis dataset with 1.9M reactions from patents (1976-2016). Task: Predict the reactants needed to synthesize the given product. (1) The reactants are: [C:1]([O:7][CH2:8][CH3:9])(=[O:6])[CH2:2][C:3]([CH3:5])=[O:4].N1CCCCC1.C(O)(=O)C.[CH3:20][N:21]([CH3:36])[CH2:22][CH2:23][CH2:24][O:25][C:26]1[CH:33]=[CH:32][C:29]([CH:30]=O)=[C:28]([O:34][CH3:35])[CH:27]=1. Given the product [CH3:36][N:21]([CH3:20])[CH2:22][CH2:23][CH2:24][O:25][C:26]1[CH:33]=[CH:32][C:29]([CH:30]=[C:2]([C:3](=[O:4])[CH3:5])[C:1]([O:7][CH2:8][CH3:9])=[O:6])=[C:28]([O:34][CH3:35])[CH:27]=1, predict the reactants needed to synthesize it. (2) Given the product [CH:1]1([NH:4][C:5]([C:7]2[CH:8]=[C:9]([C:14]3[CH:19]=[CH:18][C:17]([C:20]4[O:21][CH:24]=[N:23][N:22]=4)=[CH:16][CH:15]=3)[C:10]([CH3:13])=[CH:11][CH:12]=2)=[O:6])[CH2:3][CH2:2]1, predict the reactants needed to synthesize it. The reactants are: [CH:1]1([NH:4][C:5]([C:7]2[CH:8]=[C:9]([C:14]3[CH:19]=[CH:18][C:17]([C:20]([NH:22][NH2:23])=[O:21])=[CH:16][CH:15]=3)[C:10]([CH3:13])=[CH:11][CH:12]=2)=[O:6])[CH2:3][CH2:2]1.[CH2:24](OC(OCC)OCC)C. (3) The reactants are: C[O:2][C:3]([C:5]1[C:6](Cl)=[N:7][C:8]2[C:13]([C:14]=1[C:15]1[CH:20]=[CH:19][CH:18]=[CH:17][CH:16]=1)=[CH:12][C:11]([Cl:21])=[CH:10][C:9]=2[Cl:22])=[O:4].[CH2:24]([NH:26][CH3:27])[CH3:25]. Given the product [Cl:21][C:11]1[CH:12]=[C:13]2[C:8](=[C:9]([Cl:22])[CH:10]=1)[N:7]=[C:6]([N:26]([CH2:24][CH3:25])[CH3:27])[C:5]([C:3]([OH:2])=[O:4])=[C:14]2[C:15]1[CH:16]=[CH:17][CH:18]=[CH:19][CH:20]=1, predict the reactants needed to synthesize it. (4) Given the product [F:73][C:28]1[CH:29]=[C:30]([CH:31]=[C:32]([F:33])[C:27]=1[C:26](=[O:74])[NH:25][C@H:6]([C:5]([OH:75])=[O:4])[CH2:7][C:8]1[CH:13]=[CH:12][C:11]([C:14]2[C:15](=[O:24])[N:16]([CH3:23])[C:17](=[O:22])[N:18]([CH3:21])[C:19]=2[CH3:20])=[CH:10][CH:9]=1)[CH2:34][NH:35][CH2:36][C:37]1[CH:42]=[C:41]([F:43])[C:40]([C:44]([NH:45][C@@H:46]([CH2:47][C:48]2[CH:53]=[CH:52][C:51]([C:54]3[C:55](=[O:64])[N:56]([CH3:63])[C:57](=[O:62])[N:58]([CH3:61])[C:59]=3[CH3:60])=[CH:50][CH:49]=2)[C:65]([OH:67])=[O:66])=[O:71])=[C:39]([F:72])[CH:38]=1, predict the reactants needed to synthesize it. The reactants are: C([O:4][C:5](=[O:75])[C@@H:6]([NH:25][C:26](=[O:74])[C:27]1[C:32]([F:33])=[CH:31][C:30]([CH2:34][NH:35][CH2:36][C:37]2[CH:42]=[C:41]([F:43])[C:40]([C:44](=[O:71])[NH:45][C@H:46]([C:65]([O:67]CCC)=[O:66])[CH2:47][C:48]3[CH:53]=[CH:52][C:51]([C:54]4[C:55](=[O:64])[N:56]([CH3:63])[C:57](=[O:62])[N:58]([CH3:61])[C:59]=4[CH3:60])=[CH:50][CH:49]=3)=[C:39]([F:72])[CH:38]=2)=[CH:29][C:28]=1[F:73])[CH2:7][C:8]1[CH:13]=[CH:12][C:11]([C:14]2[C:15](=[O:24])[N:16]([CH3:23])[C:17](=[O:22])[N:18]([CH3:21])[C:19]=2[CH3:20])=[CH:10][CH:9]=1)CC.C1COCC1.[Li+].[OH-]. (5) The reactants are: [H-].[Na+].[OH:3][C:4]([CH3:9])([CH3:8])[C:5]([OH:7])=[O:6].[CH2:10](Br)[C:11]1[CH:16]=[CH:15][CH:14]=[CH:13][CH:12]=1. Given the product [CH2:10]([O:3][C:4]([CH3:9])([CH3:8])[C:5]([O:7][CH2:10][C:11]1[CH:16]=[CH:15][CH:14]=[CH:13][CH:12]=1)=[O:6])[C:11]1[CH:16]=[CH:15][CH:14]=[CH:13][CH:12]=1, predict the reactants needed to synthesize it. (6) Given the product [F:1][C:2]1[CH:7]=[C:6]([S:34]([CH3:22])(=[O:37])=[O:33])[CH:5]=[C:4]([F:10])[C:3]=1[C:11]1[N:16]=[C:15]([C:17]([O:19][CH3:20])=[O:18])[CH:14]=[CH:13][C:12]=1[F:21], predict the reactants needed to synthesize it. The reactants are: [F:1][C:2]1[CH:7]=[C:6](SC)[CH:5]=[C:4]([F:10])[C:3]=1[C:11]1[N:16]=[C:15]([C:17]([O:19][CH3:20])=[O:18])[CH:14]=[CH:13][C:12]=1[F:21].[CH:22]1C=C(Cl)C=C(C(OO)=O)C=1.[O-:33][S:34]([O-:37])(=S)=O.[Na+].[Na+].[OH-].[Na+]. (7) Given the product [C:7]([N:1]1[CH2:5][CH2:4][C@@H:3]([OH:6])[CH2:2]1)([O:9][C:10]([CH3:13])([CH3:12])[CH3:11])=[O:8], predict the reactants needed to synthesize it. The reactants are: [NH:1]1[CH2:5][CH2:4][C@@H:3]([OH:6])[CH2:2]1.[C:7](O[C:7]([O:9][C:10]([CH3:13])([CH3:12])[CH3:11])=[O:8])([O:9][C:10]([CH3:13])([CH3:12])[CH3:11])=[O:8].[OH-].[Na+]. (8) Given the product [C:1]([O:5][C:6]([N:8]1[CH2:9][CH2:10][CH:11]([C:14]2[CH:19]=[CH:18][C:17]([C:20](=[O:22])[NH2:21])=[C:16]([C:23]3[CH:28]=[CH:27][C:26]([C:29]([O:31][CH3:32])=[O:30])=[CH:25][CH:24]=3)[N:15]=2)[CH2:12][CH2:13]1)=[O:7])([CH3:4])([CH3:3])[CH3:2], predict the reactants needed to synthesize it. The reactants are: [C:1]([O:5][C:6]([N:8]1[CH2:13][CH2:12][C:11]([C:14]2[CH:19]=[CH:18][C:17]([C:20](=[O:22])[NH2:21])=[C:16]([C:23]3[CH:28]=[CH:27][C:26]([C:29]([O:31][CH3:32])=[O:30])=[CH:25][CH:24]=3)[N:15]=2)=[CH:10][CH2:9]1)=[O:7])([CH3:4])([CH3:3])[CH3:2].